Dataset: Reaction yield outcomes from USPTO patents with 853,638 reactions. Task: Predict the reaction yield, written as a fraction of the theoretical maximum amount of product (1.0 means a 100% yield; for example, 0.34 means a 34% yield). (1) The reactants are Cl[C:2]1[CH:7]=[N:6][CH:5]=[C:4]([Cl:8])[N:3]=1.[CH2:9]1[C@@H:13]2[CH2:14][NH:15][CH2:16][C@@H:12]2[CH2:11][N:10]1[C:17]([O:19][C:20]([CH3:23])([CH3:22])[CH3:21])=[O:18].C(N(CC)C(C)C)(C)C. The catalyst is CS(C)=O.O. The product is [Cl:8][C:4]1[N:3]=[C:2]([N:15]2[CH2:14][C@@H:13]3[CH2:9][N:10]([C:17]([O:19][C:20]([CH3:23])([CH3:22])[CH3:21])=[O:18])[CH2:11][C@@H:12]3[CH2:16]2)[CH:7]=[N:6][CH:5]=1. The yield is 0.890. (2) The yield is 0.930. The product is [OH:32][N:31]=[C:27]([C:26]1[CH:29]=[CH:30][C:23]([CH2:22][N:3]2[C:4]3[C:9](=[CH:8][CH:7]=[CH:6][CH:5]=3)[C:10]3([CH2:14][O:13][C:12]4[CH:15]=[C:16]5[C:20](=[CH:21][C:11]3=4)[CH2:19][CH2:18][O:17]5)[C:2]2=[O:1])=[CH:24][CH:25]=1)[NH2:28]. The reactants are [O:1]=[C:2]1[C:10]2([CH2:14][O:13][C:12]3[CH:15]=[C:16]4[C:20](=[CH:21][C:11]2=3)[CH2:19][CH2:18][O:17]4)[C:9]2[C:4](=[CH:5][CH:6]=[CH:7][CH:8]=2)[N:3]1[CH2:22][C:23]1[CH:30]=[CH:29][C:26]([C:27]#[N:28])=[CH:25][CH:24]=1.[NH2:31][OH:32]. The catalyst is CS(C)=O.O. (3) The reactants are C[O:2][C:3](=[O:24])[CH2:4][O:5][C:6]1[CH:11]=[CH:10][C:9]([CH2:12][CH2:13][CH2:14][CH2:15][NH:16][C:17]([O:19][C:20]([CH3:23])([CH3:22])[CH3:21])=[O:18])=[CH:8][CH:7]=1.[OH-].[K+]. The catalyst is CO. The product is [C:20]([O:19][C:17]([NH:16][CH2:15][CH2:14][CH2:13][CH2:12][C:9]1[CH:8]=[CH:7][C:6]([O:5][CH2:4][C:3]([OH:24])=[O:2])=[CH:11][CH:10]=1)=[O:18])([CH3:23])([CH3:21])[CH3:22]. The yield is 0.970. (4) The reactants are [Br:1][C:2]1[CH:10]=[CH:9][CH:8]=[C:7]2[C:3]=1[C:4]([C:14]1[C:22]([OH:23])=[CH:21][C:17]3[O:18][CH2:19][O:20][C:16]=3[CH:15]=1)([CH2:12]O)[C:5](=[O:11])[NH:6]2.ClC1C=CC(Cl)=C2C=1C(C1C(O)=CC3OCOC=3C=1)(CO)C(=O)N2CCCCC. No catalyst specified. The product is [Br:1][C:2]1[CH:10]=[CH:9][CH:8]=[C:7]2[C:3]=1[C:4]1([C:14]3=[CH:15][C:16]4[O:20][CH2:19][O:18][C:17]=4[CH:21]=[C:22]3[O:23][CH2:12]1)[C:5](=[O:11])[NH:6]2. The yield is 0.710. (5) The yield is 0.910. The catalyst is C1(C)C=CC=CC=1.CCOCC.C1COCC1. The reactants are [CH2:1]1OCCOCCOCCOCCOCC[O:3][CH2:2]1.COC(CP(=O)(OCC(F)(F)F)OCC(F)(F)F)=O.C[Si]([N-][Si](C)(C)C)(C)C.[K+].[Cl:48][C:49]1[CH:54]=[CH:53][CH:52]=[CH:51][C:50]=1[NH:55][C:56]1[C:61]([CH:62]=O)=[C:60]([O:64][C:65]2[CH:70]=[CH:69][CH:68]=[CH:67][CH:66]=2)[N:59]=[C:58]([S:71][CH3:72])[N:57]=1.[NH4+].[Cl-]. The product is [Cl:48][C:49]1[CH:54]=[CH:53][CH:52]=[CH:51][C:50]=1[N:55]1[C:56]2[N:57]=[C:58]([S:71][CH3:72])[N:59]=[C:60]([O:64][C:65]3[CH:66]=[CH:67][CH:68]=[CH:69][CH:70]=3)[C:61]=2[CH:62]=[CH:1][C:2]1=[O:3]. (6) The reactants are [CH3:1][O:2][C:3](=[O:16])[C:4]([C:7]1[CH:12]=[CH:11][C:10]([CH2:13][CH2:14]O)=[CH:9][CH:8]=1)([CH3:6])[CH3:5].S(Cl)([Cl:19])=O.ClCCl. The catalyst is C1(C)C=CC=CC=1. The product is [CH3:1][O:2][C:3](=[O:16])[C:4]([C:7]1[CH:12]=[CH:11][C:10]([CH2:13][CH2:14][Cl:19])=[CH:9][CH:8]=1)([CH3:6])[CH3:5]. The yield is 0.920. (7) The reactants are [Cl:1][C:2]1[CH:7]=[C:6](Cl)[N:5]=[C:4]([NH2:9])[CH:3]=1.[CH3:10]B1OB(C)OB(C)O1.C([O-])([O-])=O.[K+].[K+]. The catalyst is C1C=CC([P]([Pd]([P](C2C=CC=CC=2)(C2C=CC=CC=2)C2C=CC=CC=2)([P](C2C=CC=CC=2)(C2C=CC=CC=2)C2C=CC=CC=2)[P](C2C=CC=CC=2)(C2C=CC=CC=2)C2C=CC=CC=2)(C2C=CC=CC=2)C2C=CC=CC=2)=CC=1.O1CCOCC1. The product is [Cl:1][C:2]1[CH:7]=[C:6]([CH3:10])[N:5]=[C:4]([NH2:9])[CH:3]=1. The yield is 0.230. (8) The reactants are [F:1][C:2]1[CH:10]=[C:9]2[C:5]([C:6]([C:20]3[CH:21]=[N:22][N:23](C4C=CN=CC=4)[CH:24]=3)=[CH:7][N:8]2[S:11]([C:14]2[CH:19]=[CH:18][CH:17]=[CH:16][CH:15]=2)(=[O:13])=[O:12])=[CH:4][CH:3]=1.CC1(C)C(C)(C)OB(C2C=NN([C:44]3[CH:45]=[N:46][CH:47]=[CH:48][CH:49]=3)C=2)O1. No catalyst specified. The product is [F:1][C:2]1[CH:10]=[C:9]2[C:5]([C:6]([C:20]3[CH:21]=[N:22][N:23]([C:44]4[CH:45]=[N:46][CH:47]=[CH:48][CH:49]=4)[CH:24]=3)=[CH:7][N:8]2[S:11]([C:14]2[CH:15]=[CH:16][CH:17]=[CH:18][CH:19]=2)(=[O:12])=[O:13])=[CH:4][CH:3]=1. The yield is 0.960. (9) The product is [OH:38][CH:2]([CH2:3][OH:34])[CH2:1][C:4]1([S:7]([NH:10][C:11]2[C:19]([NH:20][C:21]3[CH:26]=[CH:25][C:24]([Br:27])=[CH:23][C:22]=3[Cl:28])=[C:18]([F:29])[C:14]3[N:15]=[CH:16][O:17][C:13]=3[CH:12]=2)(=[O:9])=[O:8])[CH2:6][CH2:5]1. The catalyst is C1COCC1.[Os](=O)(=O)(=O)=O. The yield is 0.282. The reactants are [CH2:1]([C:4]1([S:7]([NH:10][C:11]2[C:19]([NH:20][C:21]3[CH:26]=[CH:25][C:24]([Br:27])=[CH:23][C:22]=3[Cl:28])=[C:18]([F:29])[C:14]3[N:15]=[CH:16][O:17][C:13]=3[CH:12]=2)(=[O:9])=[O:8])[CH2:6][CH2:5]1)[CH:2]=[CH2:3].C[N+]1([O-])CC[O:34]CC1.[OH2:38]. (10) The reactants are [Cl:1][C:2]1[CH:3]=[C:4]([C:8]2[NH:13][C:12](=O)[CH:11]=[C:10]([C:15]([F:18])([F:17])[F:16])[N:9]=2)[CH:5]=[CH:6][CH:7]=1.O=P(Cl)(Cl)[Cl:21]. No catalyst specified. The product is [Cl:21][C:12]1[CH:11]=[C:10]([C:15]([F:18])([F:17])[F:16])[N:9]=[C:8]([C:4]2[CH:5]=[CH:6][CH:7]=[C:2]([Cl:1])[CH:3]=2)[N:13]=1. The yield is 0.870.